This data is from Full USPTO retrosynthesis dataset with 1.9M reactions from patents (1976-2016). The task is: Predict the reactants needed to synthesize the given product. (1) Given the product [F:1][C:2]1[CH:3]=[C:4]([NH:9][C:10](=[O:11])[C:12]2[CH:13]=[C:14]([S:19](=[O:21])(=[O:20])[NH:34][CH2:33][CH2:32][N:31]([CH3:35])[CH3:30])[CH:15]=[CH:16][C:17]=2[F:18])[CH:5]=[CH:6][C:7]=1[F:8], predict the reactants needed to synthesize it. The reactants are: [F:1][C:2]1[CH:3]=[C:4]([NH:9][C:10]([C:12]2[CH:13]=[C:14]([S:19](Cl)(=[O:21])=[O:20])[CH:15]=[CH:16][C:17]=2[F:18])=[O:11])[CH:5]=[CH:6][C:7]=1[F:8].CCN(CC)CC.[CH3:30][N:31]([CH3:35])[CH2:32][CH2:33][NH2:34]. (2) Given the product [CH:1]1([CH2:7][CH2:8][CH2:9][CH2:10][C:11]([Cl:17])=[O:13])[CH2:6][CH2:5][CH2:4][CH2:3][CH2:2]1, predict the reactants needed to synthesize it. The reactants are: [CH:1]1([CH2:7][CH2:8][CH2:9][CH2:10][C:11]([OH:13])=O)[CH2:6][CH2:5][CH2:4][CH2:3][CH2:2]1.C(Cl)(=O)C([Cl:17])=O. (3) Given the product [OH:15][CH2:2][C:3]([C:5]1[CH:6]=[C:7]([OH:12])[C:8](=[CH:10][CH:11]=1)[OH:9])=[O:4], predict the reactants needed to synthesize it. The reactants are: Cl[CH2:2][C:3]([C:5]1[CH:6]=[C:7]([OH:12])[C:8](=[CH:10][CH:11]=1)[OH:9])=[O:4].O.C([O-])=[O:15].[Na+].Cl.